This data is from Forward reaction prediction with 1.9M reactions from USPTO patents (1976-2016). The task is: Predict the product of the given reaction. Given the reactants [CH3:1][CH:2]1[NH:6][NH:5][C:4](=[O:7])[CH2:3]1.C[O-].[Na+].[Cl:11][C:12]1[CH:13]=[CH:14][C:15]([O:20][CH2:21][C:22]2[CH:27]=[CH:26][CH:25]=[CH:24][CH:23]=2)=[C:16]([CH:19]=1)[CH:17]=O, predict the reaction product. The product is: [Cl:11][C:12]1[CH:13]=[CH:14][C:15]([O:20][CH2:21][C:22]2[CH:23]=[CH:24][CH:25]=[CH:26][CH:27]=2)=[C:16]([CH2:17][N:6]2[C:2]([CH3:1])=[CH:3][C:4](=[O:7])[NH:5]2)[CH:19]=1.